This data is from Full USPTO retrosynthesis dataset with 1.9M reactions from patents (1976-2016). The task is: Predict the reactants needed to synthesize the given product. (1) Given the product [N:20]1([S:17]([C:13]2[CH:12]=[C:11]([N:10]3[C:8](=[O:9])[C:3]4[C:2](=[N:7][CH:6]=[CH:5][N:4]=4)[NH:1][C:35]3=[O:37])[CH:16]=[CH:15][CH:14]=2)(=[O:19])=[O:18])[C:29]2[C:24](=[CH:25][CH:26]=[CH:27][CH:28]=2)[CH2:23][CH2:22][CH2:21]1, predict the reactants needed to synthesize it. The reactants are: [NH2:1][C:2]1[C:3]([C:8]([NH:10][C:11]2[CH:16]=[CH:15][CH:14]=[C:13]([S:17]([N:20]3[C:29]4[C:24](=[CH:25][CH:26]=[CH:27][CH:28]=4)[CH2:23][CH2:22][CH2:21]3)(=[O:19])=[O:18])[CH:12]=2)=[O:9])=[N:4][CH:5]=[CH:6][N:7]=1.ClC(Cl)C.Cl[C:35](Cl)([O:37]C(=O)OC(Cl)(Cl)Cl)Cl.C(O)C(N)(CO)CO. (2) Given the product [CH3:57][O:58][CH2:59][CH2:60][NH:63][CH2:1][C:3]1[CH:8]=[CH:7][C:6]([NH:9][C:10]2[N:15]=[C:14]([C:16]3[CH:17]=[CH:18][C:19]([O:24][CH:25]4[CH2:26][CH2:27][O:28][CH2:29][CH2:30]4)=[C:20]([CH:23]=3)[C:21]#[N:22])[CH:13]=[CH:12][N:11]=2)=[CH:5][CH:4]=1, predict the reactants needed to synthesize it. The reactants are: [CH:1]([C:3]1[CH:8]=[CH:7][C:6]([NH:9][C:10]2[N:15]=[C:14]([C:16]3[CH:17]=[CH:18][C:19]([O:24][CH:25]4[CH2:30][CH2:29][O:28][CH2:27][CH2:26]4)=[C:20]([CH:23]=3)[C:21]#[N:22])[CH:13]=[CH:12][N:11]=2)=[CH:5][CH:4]=1)=O.OCC1C=CC(NC2N=C(C3C=C[C:57]([O:58][CH:59]4[CH2:60][CH2:59][O:58][CH2:57][CH2:60]4)=C(C=3)C#N)C=CN=2)=CC=1.CC#[N:63]. (3) Given the product [CH3:12][O:11][C:10]([CH:20]1[CH2:19][C:18]2[C:22](=[CH:23][C:7]([O:6][CH3:5])=[CH:3][CH:4]=2)[C:21]1=[O:25])=[O:13], predict the reactants needed to synthesize it. The reactants are: [H-].[Na+].[CH2:3]1[CH2:7][O:6][CH2:5][CH2:4]1.CO[C:10](=[O:13])[O:11][CH3:12].COC1C=[C:18]2[C:22](=[CH:23]C=1)[C:21](=[O:25])[CH2:20][CH2:19]2. (4) Given the product [Cl:1][C:2]1[CH:14]=[N:13][C:12]2[N:11]([CH2:22][CH:21]([C:23]3[CH:28]=[CH:27][N:26]=[CH:25][CH:24]=3)[OH:20])[C:10]3[CH2:9][CH:8]4[N:7]([CH2:17][CH2:16][CH2:15]4)[CH2:6][C:5]=3[C:4]=2[CH:3]=1, predict the reactants needed to synthesize it. The reactants are: [Cl:1][C:2]1[CH:3]=[C:4]2[C:12](=[N:13][CH:14]=1)[NH:11][C:10]1[CH2:9][CH:8]3[CH2:15][CH2:16][CH2:17][N:7]3[CH2:6][C:5]2=1.[H-].[Na+].[O:20]1[CH2:22][CH:21]1[C:23]1[CH:28]=[CH:27][N:26]=[CH:25][CH:24]=1. (5) The reactants are: C1C=CC(N([S:8]([C:11]([F:14])([F:13])[F:12])(=[O:10])=[O:9])[S:8]([C:11]([F:14])([F:13])[F:12])(=[O:10])=[O:9])=CC=1.C(N(CC)CC)C.[CH2:29]([C:31]([C:42]1[CH:47]=[CH:46][C:45](/[CH:48]=[CH:49]/[C:50]2([OH:56])[CH2:55][CH2:54][O:53][CH2:52][CH2:51]2)=[C:44]([CH3:57])[CH:43]=1)([C:34]1[CH:39]=[CH:38][C:37]([OH:40])=[C:36]([CH3:41])[CH:35]=1)[CH2:32][CH3:33])[CH3:30]. Given the product [CH2:29]([C:31]([C:34]1[CH:39]=[CH:38][C:37]([O:40][S:8]([C:11]([F:14])([F:13])[F:12])(=[O:10])=[O:9])=[C:36]([CH3:41])[CH:35]=1)([C:42]1[CH:47]=[CH:46][C:45](/[CH:48]=[CH:49]/[C:50]2([OH:56])[CH2:55][CH2:54][O:53][CH2:52][CH2:51]2)=[C:44]([CH3:57])[CH:43]=1)[CH2:32][CH3:33])[CH3:30], predict the reactants needed to synthesize it. (6) Given the product [CH:1]1([C:6]([C:8]2[CH:13]=[C:12]([CH3:14])[CH:11]=[CH:10][C:9]=2[NH:15][C:16]([NH:17][C:18]2[S:19][CH:20]=[C:21]([CH2:23][CH2:24][N:31]3[CH2:36][CH2:35][NH:34][CH2:33][CH2:32]3)[N:22]=2)=[O:30])=[O:7])[CH2:2][CH2:3][CH2:4][CH2:5]1, predict the reactants needed to synthesize it. The reactants are: [CH:1]1([C:6]([C:8]2[CH:13]=[C:12]([CH3:14])[CH:11]=[CH:10][C:9]=2[NH:15][C:16](=[O:30])[NH:17][C:18]2[S:19][CH:20]=[C:21]([CH2:23][CH2:24]OS(C)(=O)=O)[N:22]=2)=[O:7])[CH2:5][CH2:4][CH2:3][CH2:2]1.[NH:31]1[CH2:36][CH2:35][NH:34][CH2:33][CH2:32]1. (7) Given the product [CH3:25][CH:24]([CH3:26])[C:23]([NH:22][C:18]1[CH:19]=[CH:20][CH:21]=[C:16]([CH:13]2[CH2:14][CH2:15][N:10]([CH2:9][CH2:8][CH2:7][C:6]3[C:36]4[C:31](=[CH:32][CH:33]=[CH:34][CH:35]=4)[N:29]([CH3:28])[CH:2]=3)[CH2:11][CH2:12]2)[CH:17]=1)=[O:27], predict the reactants needed to synthesize it. The reactants are: O1CCO[CH:2]1[CH2:6][CH2:7][CH2:8][CH2:9][N:10]1[CH2:15][CH2:14][CH:13]([C:16]2[CH:17]=[C:18]([NH:22][C:23](=[O:27])[CH:24]([CH3:26])[CH3:25])[CH:19]=[CH:20][CH:21]=2)[CH2:12][CH2:11]1.[CH3:28][N:29]([C:31]1[CH:36]=[CH:35][CH:34]=[CH:33][CH:32]=1)N.CC(O)=O.C([O-])([O-])=O.[K+].[K+].